From a dataset of Merck oncology drug combination screen with 23,052 pairs across 39 cell lines. Regression. Given two drug SMILES strings and cell line genomic features, predict the synergy score measuring deviation from expected non-interaction effect. (1) Drug 1: C=CCn1c(=O)c2cnc(Nc3ccc(N4CCN(C)CC4)cc3)nc2n1-c1cccc(C(C)(C)O)n1. Drug 2: O=C(O)C1(Cc2cccc(Nc3nccs3)n2)CCC(Oc2cccc(Cl)c2F)CC1. Cell line: RKO. Synergy scores: synergy=5.76. (2) Drug 1: CC(=O)OC1C(=O)C2(C)C(O)CC3OCC3(OC(C)=O)C2C(OC(=O)c2ccccc2)C2(O)CC(OC(=O)C(O)C(NC(=O)c3ccccc3)c3ccccc3)C(C)=C1C2(C)C. Drug 2: CNC(=O)c1cc(Oc2ccc(NC(=O)Nc3ccc(Cl)c(C(F)(F)F)c3)cc2)ccn1. Cell line: A427. Synergy scores: synergy=6.69. (3) Drug 1: CN(C)C(=N)N=C(N)N. Drug 2: O=C(NOCC(O)CO)c1ccc(F)c(F)c1Nc1ccc(I)cc1F. Cell line: A375. Synergy scores: synergy=2.36. (4) Drug 1: COc1cc(C2c3cc4c(cc3C(OC3OC5COC(C)OC5C(O)C3O)C3COC(=O)C23)OCO4)cc(OC)c1O. Drug 2: O=C(O)C1(Cc2cccc(Nc3nccs3)n2)CCC(Oc2cccc(Cl)c2F)CC1. Cell line: SKMES1. Synergy scores: synergy=-2.92. (5) Drug 1: NC1(c2ccc(-c3nc4ccn5c(=O)[nH]nc5c4cc3-c3ccccc3)cc2)CCC1. Drug 2: C#Cc1cccc(Nc2ncnc3cc(OCCOC)c(OCCOC)cc23)c1. Cell line: OCUBM. Synergy scores: synergy=24.7. (6) Drug 1: COc1cc(C2c3cc4c(cc3C(OC3OC5COC(C)OC5C(O)C3O)C3COC(=O)C23)OCO4)cc(OC)c1O. Drug 2: CC1(c2nc3c(C(N)=O)cccc3[nH]2)CCCN1. Cell line: NCIH1650. Synergy scores: synergy=2.97. (7) Drug 1: CCC1(O)C(=O)OCc2c1cc1n(c2=O)Cc2cc3c(CN(C)C)c(O)ccc3nc2-1. Drug 2: Cn1c(=O)n(-c2ccc(C(C)(C)C#N)cc2)c2c3cc(-c4cnc5ccccc5c4)ccc3ncc21. Cell line: HT29. Synergy scores: synergy=21.7. (8) Cell line: OCUBM. Synergy scores: synergy=-7.23. Drug 2: COC1CC2CCC(C)C(O)(O2)C(=O)C(=O)N2CCCCC2C(=O)OC(C(C)CC2CCC(OP(C)(C)=O)C(OC)C2)CC(=O)C(C)C=C(C)C(O)C(OC)C(=O)C(C)CC(C)C=CC=CC=C1C. Drug 1: CCC1=CC2CN(C1)Cc1c([nH]c3ccccc13)C(C(=O)OC)(c1cc3c(cc1OC)N(C)C1C(O)(C(=O)OC)C(OC(C)=O)C4(CC)C=CCN5CCC31C54)C2. (9) Drug 1: CCC1(O)CC2CN(CCc3c([nH]c4ccccc34)C(C(=O)OC)(c3cc4c(cc3OC)N(C)C3C(O)(C(=O)OC)C(OC(C)=O)C5(CC)C=CCN6CCC43C65)C2)C1. Drug 2: NC1(c2ccc(-c3nc4ccn5c(=O)[nH]nc5c4cc3-c3ccccc3)cc2)CCC1. Cell line: A375. Synergy scores: synergy=20.5. (10) Drug 1: COC1CC2CCC(C)C(O)(O2)C(=O)C(=O)N2CCCCC2C(=O)OC(C(C)CC2CCC(OP(C)(C)=O)C(OC)C2)CC(=O)C(C)C=C(C)C(O)C(OC)C(=O)C(C)CC(C)C=CC=CC=C1C. Drug 2: Cn1c(=O)n(-c2ccc(C(C)(C)C#N)cc2)c2c3cc(-c4cnc5ccccc5c4)ccc3ncc21. Cell line: CAOV3. Synergy scores: synergy=76.0.